This data is from Forward reaction prediction with 1.9M reactions from USPTO patents (1976-2016). The task is: Predict the product of the given reaction. (1) Given the reactants [C:1]([C:3]1[CH:8]=[C:7]([CH3:9])[CH:6]=[CH:5][C:4]=1[CH2:10][C:11]([O:13][CH3:14])=[O:12])#[CH:2].CCN(CC)CC.Cl[C:23]1[C:28]([C:29]([F:32])([F:31])[F:30])=[CH:27][N:26]=[C:25]([NH:33][C:34]2[CH:39]=[CH:38][C:37]([CH:40]3[CH2:45][CH2:44][N:43]([C:46]([O:48][C:49]([CH3:52])([CH3:51])[CH3:50])=[O:47])[CH2:42][CH2:41]3)=[CH:36][CH:35]=2)[N:24]=1.C1C=CC(P(C2C=CC=CC=2)C2C=CC=CC=2)=CC=1, predict the reaction product. The product is: [CH3:14][O:13][C:11](=[O:12])[CH2:10][C:4]1[CH:5]=[CH:6][C:7]([CH3:9])=[CH:8][C:3]=1[C:1]#[C:2][C:27]1[C:28]([C:29]([F:30])([F:31])[F:32])=[CH:23][N:24]=[C:25]([NH:33][C:34]2[CH:39]=[CH:38][C:37]([CH:40]3[CH2:41][CH2:42][N:43]([C:46]([O:48][C:49]([CH3:52])([CH3:51])[CH3:50])=[O:47])[CH2:44][CH2:45]3)=[CH:36][CH:35]=2)[N:26]=1. (2) Given the reactants [OH:1][CH2:2][C:3]1[CH:8]=[CH:7][C:6]([CH2:9][CH2:10][C:11]2[N:16]=[CH:15][C:14]([N:17]3[CH2:22][CH2:21][N:20]([C:23](OC(C)(C)C)=[O:24])[CH2:19][CH2:18]3)=[CH:13][CH:12]=2)=[CH:5][CH:4]=1.F[C:31](F)(F)C(O)=O.C(OC(=O)C)(=O)C.C(N(CC)CC)C, predict the reaction product. The product is: [C:23]([N:20]1[CH2:21][CH2:22][N:17]([C:14]2[CH:13]=[CH:12][C:11]([CH2:10][CH2:9][C:6]3[CH:7]=[CH:8][C:3]([CH2:2][OH:1])=[CH:4][CH:5]=3)=[N:16][CH:15]=2)[CH2:18][CH2:19]1)(=[O:24])[CH3:31]. (3) The product is: [C:1]([C:3]1([NH:6][C:7]([C@@H:9]2[CH2:13][C@@H:12]([S:14]([C:17]3[CH:22]=[CH:21][CH:20]=[CH:19][C:18]=3[O:23][C:24]([F:27])([F:25])[F:26])(=[O:16])=[O:15])[CH2:11][N:10]2[C:38]([C:35]2([N:29]3[CH2:34][CH2:33][CH2:32][CH2:31][CH2:30]3)[CH2:36][CH2:37]2)=[O:39])=[O:8])[CH2:4][CH2:5]1)#[N:2]. Given the reactants [C:1]([C:3]1([NH:6][C:7]([C@@H:9]2[CH2:13][C@@H:12]([S:14]([C:17]3[CH:22]=[CH:21][CH:20]=[CH:19][C:18]=3[O:23][C:24]([F:27])([F:26])[F:25])(=[O:16])=[O:15])[CH2:11][NH:10]2)=[O:8])[CH2:5][CH2:4]1)#[N:2].Cl.[N:29]1([C:35]2([C:38](O)=[O:39])[CH2:37][CH2:36]2)[CH2:34][CH2:33][CH2:32][CH2:31][CH2:30]1, predict the reaction product.